This data is from Catalyst prediction with 721,799 reactions and 888 catalyst types from USPTO. The task is: Predict which catalyst facilitates the given reaction. (1) Reactant: [C:1]([NH:4][C:5]1[S:19][C:8]2[CH2:9][N:10](C(OC(C)(C)C)=O)[CH2:11][C:7]=2[C:6]=1[C:20]1[S:21][C:22]2[CH:28]=[CH:27][CH:26]=[CH:25][C:23]=2[N:24]=1)(=[O:3])[CH3:2].[F:29][C:30]([F:35])([F:34])[C:31]([OH:33])=[O:32]. Product: [F:29][C:30]([F:35])([F:34])[C:31]([O-:33])=[O:32].[C:1]([NH:4][C:5]1[S:19][C:8]2[CH2:9][NH2+:10][CH2:11][C:7]=2[C:6]=1[C:20]1[S:21][C:22]2[CH:28]=[CH:27][CH:26]=[CH:25][C:23]=2[N:24]=1)(=[O:3])[CH3:2]. The catalyst class is: 4. (2) Reactant: Br[C:2]1[S:3][CH:4]=[C:5]([C:7]([NH:9][C:10]2[CH:18]=[C:17]3[C:13]([CH:14]=[N:15][N:16]3[CH2:19][O:20][CH2:21][CH2:22][Si:23]([CH3:26])([CH3:25])[CH3:24])=[CH:12][C:11]=2[C:27]2[CH:28]=[C:29]([CH:39]=[CH:40][CH:41]=2)[CH2:30][NH:31][C:32](=[O:38])[O:33][C:34]([CH3:37])([CH3:36])[CH3:35])=[O:8])[N:6]=1.[C:42]1([C:48]2[CH:52]=[C:51]([Sn](CCCC)(CCCC)CCCC)[N:50]([CH:66]3[CH2:71][CH2:70][CH2:69][CH2:68][O:67]3)[N:49]=2)[CH:47]=[CH:46][CH:45]=[CH:44][CH:43]=1. Product: [C:42]1([C:48]2[CH:52]=[C:51]([C:2]3[S:3][CH:4]=[C:5]([C:7]([NH:9][C:10]4[CH:18]=[C:17]5[C:13]([CH:14]=[N:15][N:16]5[CH2:19][O:20][CH2:21][CH2:22][Si:23]([CH3:26])([CH3:25])[CH3:24])=[CH:12][C:11]=4[C:27]4[CH:28]=[C:29]([CH:39]=[CH:40][CH:41]=4)[CH2:30][NH:31][C:32](=[O:38])[O:33][C:34]([CH3:37])([CH3:36])[CH3:35])=[O:8])[N:6]=3)[N:50]([CH:66]3[CH2:71][CH2:70][CH2:69][CH2:68][O:67]3)[N:49]=2)[CH:43]=[CH:44][CH:45]=[CH:46][CH:47]=1. The catalyst class is: 660. (3) Reactant: [F:1][C:2]1[C:3]([CH3:27])=[C:4]([CH:24]=[CH:25][CH:26]=1)[CH2:5][C:6]1[C:7]([C:21](O)=[O:22])=[C:8]2[N:13]([C:14]=1[C:15]1[CH:20]=[CH:19][CH:18]=[CH:17][CH:16]=1)[CH:12]=[CH:11][CH:10]=[CH:9]2.[C:28]([O:32][C:33]([N:35]1[CH2:40][CH2:39][NH:38][CH2:37][CH2:36]1)=[O:34])([CH3:31])([CH3:30])[CH3:29].Cl.C(N=C=NCCCN(C)C)C.ON1C2C=CC=CC=2N=N1.CN1CCOCC1. Product: [C:28]([O:32][C:33]([N:35]1[CH2:40][CH2:39][N:38]([C:21]([C:7]2[C:6]([CH2:5][C:4]3[CH:24]=[CH:25][CH:26]=[C:2]([F:1])[C:3]=3[CH3:27])=[C:14]([C:15]3[CH:20]=[CH:19][CH:18]=[CH:17][CH:16]=3)[N:13]3[C:8]=2[CH:9]=[CH:10][CH:11]=[CH:12]3)=[O:22])[CH2:37][CH2:36]1)=[O:34])([CH3:31])([CH3:29])[CH3:30]. The catalyst class is: 3.